This data is from Catalyst prediction with 721,799 reactions and 888 catalyst types from USPTO. The task is: Predict which catalyst facilitates the given reaction. Reactant: Br[CH2:2][CH2:3][CH2:4][C:5]([O:7][CH3:8])=[O:6].[CH3:9][O:10][C:11](=[O:27])[C:12]1[CH:17]=[CH:16][C:15]([Cl:18])=[CH:14][C:13]=1[NH:19][C:20]([O:22][C:23]([CH3:26])([CH3:25])[CH3:24])=[O:21].C([O-])([O-])=O.[Cs+].[Cs+]. Product: [CH3:9][O:10][C:11](=[O:27])[C:12]1[CH:17]=[CH:16][C:15]([Cl:18])=[CH:14][C:13]=1[N:19]([C:20]([O:22][C:23]([CH3:24])([CH3:26])[CH3:25])=[O:21])[CH2:2][CH2:3][CH2:4][C:5]([O:7][CH3:8])=[O:6]. The catalyst class is: 248.